This data is from Full USPTO retrosynthesis dataset with 1.9M reactions from patents (1976-2016). The task is: Predict the reactants needed to synthesize the given product. (1) Given the product [Cl:15][C:16]1[CH:25]=[C:24]([C:26]([F:28])([F:29])[F:27])[CH:23]=[C:22]2[C:17]=1[CH:18]=[CH:19][N:20]([CH2:2][C:3]1[CH:8]=[C:7]([Cl:9])[CH:6]=[CH:5][C:4]=1[S:10]([CH2:13][CH3:14])(=[O:12])=[O:11])[C:21]2=[O:30], predict the reactants needed to synthesize it. The reactants are: Br[CH2:2][C:3]1[CH:8]=[C:7]([Cl:9])[CH:6]=[CH:5][C:4]=1[S:10]([CH2:13][CH3:14])(=[O:12])=[O:11].[Cl:15][C:16]1[CH:25]=[C:24]([C:26]([F:29])([F:28])[F:27])[CH:23]=[C:22]2[C:17]=1[CH:18]=[CH:19][NH:20][C:21]2=[O:30]. (2) Given the product [O:20]=[C:19]([N:21]1[CH2:22][CH2:23][N:24]([C:27](=[O:38])[C:28]2[CH:33]=[CH:32][CH:31]=[CH:30][C:29]=2[C:34]([F:37])([F:35])[F:36])[CH2:25][CH2:26]1)[CH2:18][NH:17][C:74]([C:72]1[O:73][C:69]([C:65]2[CH:66]=[CH:67][CH:68]=[C:63]([C:62]([F:78])([F:61])[F:77])[CH:64]=2)=[CH:70][CH:71]=1)=[O:75], predict the reactants needed to synthesize it. The reactants are: CCN(C(C)C)C(C)C.OC(C(F)(F)F)=O.[NH2:17][CH2:18][C:19]([N:21]1[CH2:26][CH2:25][N:24]([C:27](=[O:38])[C:28]2[CH:33]=[CH:32][CH:31]=[CH:30][C:29]=2[C:34]([F:37])([F:36])[F:35])[CH2:23][CH2:22]1)=[O:20].C1C=CC2N(O)N=NC=2C=1.CCN=C=NCCCN(C)C.Cl.[F:61][C:62]([F:78])([F:77])[C:63]1[CH:64]=[C:65]([C:69]2[O:73][C:72]([C:74](O)=[O:75])=[CH:71][CH:70]=2)[CH:66]=[CH:67][CH:68]=1. (3) Given the product [NH2:13][C:4]1[CH:5]=[C:6]([CH2:9][C:10]([NH2:12])=[O:11])[CH:7]=[CH:8][C:3]=1[O:2][CH3:1], predict the reactants needed to synthesize it. The reactants are: [CH3:1][O:2][C:3]1[CH:8]=[CH:7][C:6]([CH2:9][C:10]([NH2:12])=[O:11])=[CH:5][C:4]=1[N+:13]([O-])=O.C(OC1C=CC(C(N)=O)=CC=1[N+]([O-])=O)(C)C.C(OC1C=CC(C(N)=O)=CC=1N=C=S)(C)C. (4) Given the product [C:12]([C:10]1[N:11]=[C:6]([C:4]([NH:26][CH2:27][C:28]([OH:30])=[O:29])=[O:5])[C:7]([OH:25])=[C:8]2[CH:16]=[CH:15][N:14]([CH2:17][C:18]3[CH:19]=[CH:20][C:21]([F:24])=[CH:22][CH:23]=3)[C:9]=12)#[N:13], predict the reactants needed to synthesize it. The reactants are: C(O[C:4]([C:6]1[C:7]([OH:25])=[C:8]2[CH:16]=[CH:15][N:14]([CH2:17][C:18]3[CH:23]=[CH:22][C:21]([F:24])=[CH:20][CH:19]=3)[C:9]2=[C:10]([C:12]#[N:13])[N:11]=1)=[O:5])C.[NH2:26][CH2:27][C:28]([OH:30])=[O:29].C[O-].[Na+].CO. (5) Given the product [NH:16]1[C:17]2[C:13](=[CH:12][C:11]([NH:10][C:9]3[C:4]4[CH:3]=[C:2]([S:28]([C:25]5[CH:26]=[CH:27][C:22]([CH3:21])=[CH:23][CH:24]=5)(=[O:30])=[O:29])[NH:20][C:5]=4[N:6]=[CH:7][N:8]=3)=[CH:19][CH:18]=2)[CH:14]=[N:15]1, predict the reactants needed to synthesize it. The reactants are: Br[C:2]1[NH:20][C:5]2[N:6]=[CH:7][N:8]=[C:9]([NH:10][C:11]3[CH:12]=[C:13]4[C:17](=[CH:18][CH:19]=3)[NH:16][N:15]=[CH:14]4)[C:4]=2[CH:3]=1.[CH3:21][C:22]1[CH:27]=[CH:26][C:25]([S:28]([O-:30])=[O:29])=[CH:24][CH:23]=1.[Na+]. (6) Given the product [Cl:1][C:2]1[CH:3]=[N:4][C:5]2[N:6]([N:8]=[C:9]([C:11]([N:26]3[CH2:25][CH2:24][C:23]4[C:28](=[CH:29][CH:30]=[CH:31][C:22]=4[C:21]4[C:16]([O:15][CH3:14])=[N:17][CH:18]=[CH:19][CH:20]=4)[CH:27]3[CH3:32])=[O:13])[CH:10]=2)[CH:7]=1, predict the reactants needed to synthesize it. The reactants are: [Cl:1][C:2]1[CH:3]=[N:4][C:5]2[N:6]([N:8]=[C:9]([C:11]([OH:13])=O)[CH:10]=2)[CH:7]=1.[CH3:14][O:15][C:16]1[C:21]([C:22]2[CH:31]=[CH:30][CH:29]=[C:28]3[C:23]=2[CH2:24][CH2:25][NH:26][CH:27]3[CH3:32])=[CH:20][CH:19]=[CH:18][N:17]=1. (7) The reactants are: [NH2:1][C:2]1[N:7]=[CH:6][N:5]=[C:4]2[N:8]([CH:12]([C:14]3[O:15][C:16](=[O:30])[C:17]4[C:22]([C:23]=3[C:24]3[CH:29]=[CH:28][CH:27]=[CH:26][CH:25]=3)=[CH:21][CH:20]=[CH:19][CH:18]=4)[CH3:13])[N:9]=[C:10](I)[C:3]=12.C([O:38][C:39]1[CH:40]=[C:41](B(O)O)[CH:42]=[N:43][C:44]=1[C:45]([F:48])([F:47])[F:46])C1C=CC=CC=1.Cl.[H][H]. Given the product [NH2:1][C:2]1[N:7]=[CH:6][N:5]=[C:4]2[N:8]([CH:12]([C:14]3[O:15][C:16](=[O:30])[C:17]4[C:22]([C:23]=3[C:24]3[CH:29]=[CH:28][CH:27]=[CH:26][CH:25]=3)=[CH:21][CH:20]=[CH:19][CH:18]=4)[CH3:13])[N:9]=[C:10]([C:41]3[CH:42]=[N:43][C:44]([C:45]([F:47])([F:48])[F:46])=[C:39]([OH:38])[CH:40]=3)[C:3]=12, predict the reactants needed to synthesize it. (8) Given the product [O:1]=[C:2]1[C:10](=[O:11])[C:9]2[C:4](=[CH:5][CH:6]=[C:7]([C:12]3([C:16]([O:18][CH2:20][CH3:21])=[O:17])[CH2:13][CH2:14][CH2:15]3)[CH:8]=2)[NH:3]1, predict the reactants needed to synthesize it. The reactants are: [O:1]=[C:2]1[C:10](=[O:11])[C:9]2[C:4](=[CH:5][CH:6]=[C:7]([C:12]3([C:16]([OH:18])=[O:17])[CH2:15][CH2:14][CH2:13]3)[CH:8]=2)[NH:3]1.O.[C:20]1(C)C=CC(S(O)(=O)=O)=C[CH:21]=1. (9) Given the product [F:23][C:24]1[CH:29]=[C:28]([C:30]2[N:35]=[C:34]([CH2:36][O:22][C:20]3[C:6]4[CH:7]=[C:8]([C:10]5[N:11]=[C:12]6[N:16]([CH:17]=5)[N:15]=[C:14]([O:18][CH3:19])[S:13]6)[O:9][C:5]=4[CH:4]=[C:3]([O:2][CH3:1])[CH:21]=3)[CH:33]=[CH:32][N:31]=2)[CH:27]=[CH:26][N:25]=1, predict the reactants needed to synthesize it. The reactants are: [CH3:1][O:2][C:3]1[CH:4]=[C:5]2[O:9][C:8]([C:10]3[N:11]=[C:12]4[N:16]([CH:17]=3)[N:15]=[C:14]([O:18][CH3:19])[S:13]4)=[CH:7][C:6]2=[C:20]([OH:22])[CH:21]=1.[F:23][C:24]1[CH:29]=[C:28]([C:30]2[N:35]=[C:34]([CH2:36]O)[CH:33]=[CH:32][N:31]=2)[CH:27]=[CH:26][N:25]=1.C(P(CCCC)CCCC)CCC.N(C(N1CCCCC1)=O)=NC(N1CCCCC1)=O. (10) Given the product [C:1]([C:5]1[CH:10]=[C:9]([C:11]([CH3:14])([CH3:12])[CH3:13])[CH:8]=[C:7]([CH2:15][NH:16][CH:18]2[CH2:7][CH2:6][CH2:5][CH2:1][CH2:2]2)[C:6]=1[OH:19])([CH3:4])([CH3:3])[CH3:2], predict the reactants needed to synthesize it. The reactants are: [C:1]([C:5]1[CH:10]=[C:9]([C:11]([CH3:14])([CH3:13])[CH3:12])[CH:8]=[C:7]([CH2:15][N:16]([CH3:18])C)[C:6]=1[OH:19])([CH3:4])([CH3:3])[CH3:2].